Task: Predict the reactants needed to synthesize the given product.. Dataset: Full USPTO retrosynthesis dataset with 1.9M reactions from patents (1976-2016) (1) The reactants are: [CH2:1]([NH:8][C:9]1[N:14]=[C:13]([C:15]2[CH:20]=[CH:19][CH:18]=[CH:17][N:16]=2)[CH:12]=[C:11]([C:21]2[CH:22]=[N:23][CH:24]=[C:25]([C:27]#[C:28][CH2:29][N:30]3[CH2:35][CH2:34][N:33]([C:36]([CH3:39])([CH3:38])[CH3:37])[CH2:32][CH2:31]3)[CH:26]=2)[CH:10]=1)[C:2]1[CH:7]=[CH:6][CH:5]=[CH:4][CH:3]=1.[CH2:40](NC1N=C(C2C=CC=C(C)N=2)C=C(C2C=NC=C(Br)C=2)C=1)C1C=CC=CC=1. Given the product [CH2:1]([NH:8][C:9]1[N:14]=[C:13]([C:15]2[CH:20]=[CH:19][CH:18]=[C:17]([CH3:40])[N:16]=2)[CH:12]=[C:11]([C:21]2[CH:22]=[N:23][CH:24]=[C:25]([C:27]#[C:28][CH2:29][N:30]3[CH2:35][CH2:34][N:33]([C:36]([CH3:39])([CH3:38])[CH3:37])[CH2:32][CH2:31]3)[CH:26]=2)[CH:10]=1)[C:2]1[CH:7]=[CH:6][CH:5]=[CH:4][CH:3]=1, predict the reactants needed to synthesize it. (2) Given the product [CH3:1][O:2][C:3](=[O:21])[C@H:4]([CH2:13][C:14]1[CH:19]=[CH:18][C:17]([O:20][S:28]([C:22]2[CH:27]=[CH:26][CH:25]=[CH:24][CH:23]=2)(=[O:30])=[O:29])=[CH:16][CH:15]=1)[NH:5][C:6]([O:8][C:9]([CH3:12])([CH3:10])[CH3:11])=[O:7], predict the reactants needed to synthesize it. The reactants are: [CH3:1][O:2][C:3](=[O:21])[C@H:4]([CH2:13][C:14]1[CH:19]=[CH:18][C:17]([OH:20])=[CH:16][CH:15]=1)[NH:5][C:6]([O:8][C:9]([CH3:12])([CH3:11])[CH3:10])=[O:7].[C:22]1([S:28](Cl)(=[O:30])=[O:29])[CH:27]=[CH:26][CH:25]=[CH:24][CH:23]=1.C(N(CC)CC)C. (3) Given the product [F:1][C:2]1[CH:18]=[CH:17][CH:16]=[CH:15][C:3]=1[CH2:4][O:5][C:6]1[CH:14]=[CH:13][C:9]([CH2:10][OH:11])=[CH:8][N:7]=1, predict the reactants needed to synthesize it. The reactants are: [F:1][C:2]1[CH:18]=[CH:17][CH:16]=[CH:15][C:3]=1[CH2:4][O:5][C:6]1[CH:14]=[CH:13][C:9]([C:10](O)=[O:11])=[CH:8][N:7]=1.[H-].[Al+3].[Li+].[H-].[H-].[H-].C(C(C(C([O-])=O)O)O)([O-])=O.[Na+].[K+].C(OCC)(=O)C.